This data is from Full USPTO retrosynthesis dataset with 1.9M reactions from patents (1976-2016). The task is: Predict the reactants needed to synthesize the given product. (1) The reactants are: [CH3:1][C:2]1([CH3:10])[O:9][C:7](=[O:8])[CH2:6][C:4](=[O:5])[O:3]1.CCN(CC)CC.[CH2:18]=[C:19]1[O:23][C:21](=[O:22])[CH2:20]1.Cl. Given the product [OH:22][C:21](=[C:6]1[C:7](=[O:8])[O:9][C:2]([CH3:10])([CH3:1])[O:3][C:4]1=[O:5])[CH2:20][C:19](=[O:23])[CH3:18], predict the reactants needed to synthesize it. (2) Given the product [CH:17]1([N:16]2[C:15]3[C:14]4[CH:13]=[CH:12][CH:11]=[C:10]([O:22][CH3:23])[C:9]=4[N:8]=[CH:7][C:6]=3[C:4](=[O:5])[N:30]([CH2:29][C:25]3[O:24][CH:28]=[CH:27][CH:26]=3)[C:31]2=[O:32])[CH2:18][CH2:19][CH2:20][CH2:21]1, predict the reactants needed to synthesize it. The reactants are: C(O[C:4]([C:6]1[CH:7]=[N:8][C:9]2[C:14]([C:15]=1[NH:16][CH:17]1[CH2:21][CH2:20][CH2:19][CH2:18]1)=[CH:13][CH:12]=[CH:11][C:10]=2[O:22][CH3:23])=[O:5])C.[O:24]1[CH:28]=[CH:27][CH:26]=[C:25]1[CH2:29][N:30]=[C:31]=[O:32]. (3) Given the product [OH:15][C:16]1[CH:25]=[C:24]([NH:26][C:12]([C:6]2[S:7][C:8]([CH:9]([CH3:10])[CH3:11])=[C:4]([CH:1]([CH3:2])[CH3:3])[CH:5]=2)=[O:14])[CH:23]=[CH:22][C:17]=1[C:18]([O:20][CH3:21])=[O:19], predict the reactants needed to synthesize it. The reactants are: [CH:1]([C:4]1[CH:5]=[C:6]([C:12]([OH:14])=O)[S:7][C:8]=1[CH:9]([CH3:11])[CH3:10])([CH3:3])[CH3:2].[OH:15][C:16]1[CH:25]=[C:24]([NH2:26])[CH:23]=[CH:22][C:17]=1[C:18]([O:20][CH3:21])=[O:19]. (4) The reactants are: Cl.[O:2]1[CH:6]=[CH:5][N:4]=[C:3]1[C:7](=[NH:9])[NH2:8].[Br:10][C:11]1[CH:18]=[C:17]([F:19])[CH:16]=[CH:15][C:12]=1[CH:13]=O.O=[C:21]([CH3:28])[CH2:22][C:23]([O:25][CH2:26][CH3:27])=[O:24]. Given the product [Br:10][C:11]1[CH:18]=[C:17]([F:19])[CH:16]=[CH:15][C:12]=1[CH:13]1[C:22]([C:23]([O:25][CH2:26][CH3:27])=[O:24])=[C:21]([CH3:28])[NH:8][C:7]([C:3]2[O:2][CH:6]=[CH:5][N:4]=2)=[N:9]1, predict the reactants needed to synthesize it. (5) Given the product [O:16]=[C:14]1[C:5]2[C:4](=[CH:9][C:8]([C:10]([OH:12])=[O:11])=[CH:7][CH:6]=2)[NH:1][C:2](=[S:3])[N:19]1[NH:18][C:20]1[CH:25]=[CH:24][CH:23]=[CH:22][N:21]=1, predict the reactants needed to synthesize it. The reactants are: [N:1]([C:4]1[CH:9]=[C:8]([C:10]([O:12]C)=[O:11])[CH:7]=[CH:6][C:5]=1[C:14]([O:16]C)=O)=[C:2]=[S:3].[NH:18]([C:20]1[CH:25]=[CH:24][CH:23]=[CH:22][N:21]=1)[NH2:19].[OH-].[Na+].Cl.